This data is from Full USPTO retrosynthesis dataset with 1.9M reactions from patents (1976-2016). The task is: Predict the reactants needed to synthesize the given product. (1) Given the product [F:27][C:21]1[CH:22]=[C:23]([F:26])[CH:24]=[CH:25][C:20]=1[N:16]1[C:15]([C:9]2[S:8][C:7]3[C:6]4[N:28]=[C:2]([NH:35][CH:33]([CH3:34])[CH2:32][OH:31])[CH:3]=[CH:4][C:5]=4[O:14][CH2:13][CH2:12][C:11]=3[CH:10]=2)=[N:19][CH:18]=[N:17]1, predict the reactants needed to synthesize it. The reactants are: Cl[C:2]1[CH:3]=[CH:4][C:5]2[O:14][CH2:13][CH2:12][C:11]3[CH:10]=[C:9]([C:15]4[N:16]([C:20]5[CH:25]=[CH:24][C:23]([F:26])=[CH:22][C:21]=5[F:27])[N:17]=[CH:18][N:19]=4)[S:8][C:7]=3[C:6]=2[N:28]=1.C[Si](C)(C)[O:31][CH2:32][CH:33]([NH2:35])[CH3:34].CC([O-])(C)C.[Na+].CC(C1C=C(C(C)C)C(C2C=CC=CC=2P(C2CCCCC2)C2CCCCC2)=C(C(C)C)C=1)C. (2) Given the product [Br:27][C:28]1[CH:36]=[CH:35][C:31]([C:32]([NH:22][S:19]([C:14]2[CH:15]=[CH:16][CH:17]=[CH:18][C:13]=2[S:23](=[O:25])(=[O:24])[NH2:26])(=[O:21])=[O:20])=[O:33])=[CH:30][C:29]=1[O:37][CH2:38][CH2:39][O:40][CH2:41][C:42]([F:43])([F:45])[F:44], predict the reactants needed to synthesize it. The reactants are: Cl.CN(C)CCCN=C=NCC.[C:13]1([S:23]([NH2:26])(=[O:25])=[O:24])[C:14]([S:19]([NH2:22])(=[O:21])=[O:20])=[CH:15][CH:16]=[CH:17][CH:18]=1.[Br:27][C:28]1[CH:36]=[CH:35][C:31]([C:32](O)=[O:33])=[CH:30][C:29]=1[O:37][CH2:38][CH2:39][O:40][CH2:41][C:42]([F:45])([F:44])[F:43].Cl.